Dataset: Forward reaction prediction with 1.9M reactions from USPTO patents (1976-2016). Task: Predict the product of the given reaction. (1) Given the reactants [C:1]([CH2:4][CH2:5][CH2:6][N:7]1[C:16](=[O:17])[C:15]2[CH:18]=[C:19]([C:21]([OH:23])=[O:22])[CH:20]=[C:13]3[C:14]=2[C:9](=[CH:10][C:11]([N+:24]([O-])=O)=[CH:12]3)[C:8]1=[O:27])([OH:3])=[O:2].[H][H], predict the reaction product. The product is: [NH2:24][C:11]1[CH:10]=[C:9]2[C:14]3=[C:15]([CH:18]=[C:19]([C:21]([OH:23])=[O:22])[CH:20]=[C:13]3[CH:12]=1)[C:16](=[O:17])[N:7]([CH2:6][CH2:5][CH2:4][C:1]([OH:3])=[O:2])[C:8]2=[O:27]. (2) Given the reactants [CH:1]([C:3]1[S:7][C:6]([NH:8][CH2:9][CH2:10][CH2:11][NH:12][C:13](=[O:34])[C@@H:14]([NH:16][C:17](=[O:33])[C@@H:18]([NH:20][C:21](=[O:32])[C@@H:22]([NH:24]C(=O)OC(C)(C)C)[CH3:23])[CH3:19])[CH3:15])=[N:5][CH:4]=1)=[O:2].CCOCC, predict the reaction product. The product is: [NH2:24][C@@H:22]([CH3:23])[C:21]([NH:20][C@@H:18]([CH3:19])[C:17]([NH:16][C@@H:14]([CH3:15])[C:13]([NH:12][CH2:11][CH2:10][CH2:9][NH:8][C:6]1[S:7][C:3]([CH:1]=[O:2])=[CH:4][N:5]=1)=[O:34])=[O:33])=[O:32]. (3) Given the reactants CS(O[CH2:6][CH2:7][O:8][C:9]1[C:17]2[C:12](=[N:13][CH:14]=[N:15][C:16]=2[NH:18][C:19]2[CH:24]=[CH:23][C:22]([O:25][CH2:26][C:27]3[CH:32]=[CH:31][CH:30]=[CH:29][N:28]=3)=[C:21]([CH2:33][CH3:34])[CH:20]=2)[NH:11][N:10]=1)(=O)=O.[NH:35]1[CH2:40][CH2:39][O:38][CH2:37][CH2:36]1, predict the reaction product. The product is: [CH2:33]([C:21]1[CH:20]=[C:19]([NH:18][C:16]2[N:15]=[CH:14][N:13]=[C:12]3[NH:11][N:10]=[C:9]([O:8][CH2:7][CH2:6][N:35]4[CH2:40][CH2:39][O:38][CH2:37][CH2:36]4)[C:17]=23)[CH:24]=[CH:23][C:22]=1[O:25][CH2:26][C:27]1[CH:32]=[CH:31][CH:30]=[CH:29][N:28]=1)[CH3:34]. (4) Given the reactants [CH3:1][O:2][C:3](=[O:21])[C:4]1[CH:9]=[C:8](Br)[C:7]([F:11])=[C:6]([F:12])[C:5]=1[NH:13][C:14]1[CH:19]=[CH:18][CH:17]=[CH:16][C:15]=1[Cl:20].[Si:22]([C:26]#[CH:27])([CH3:25])([CH3:24])[CH3:23].N(C(C)C)C(C)C, predict the reaction product. The product is: [CH3:1][O:2][C:3](=[O:21])[C:4]1[CH:9]=[C:8]([C:27]#[C:26][Si:22]([CH3:25])([CH3:24])[CH3:23])[C:7]([F:11])=[C:6]([F:12])[C:5]=1[NH:13][C:14]1[CH:19]=[CH:18][CH:17]=[CH:16][C:15]=1[Cl:20]. (5) The product is: [CH3:14][C:15]1[CH:16]=[C:17]([CH:2]2[C:9]3[CH:8]=[C:7]([C:10]([O:12][CH3:13])=[O:11])[NH:6][C:5]=3[CH2:4][CH2:3]2)[CH:18]=[C:19]([CH3:21])[CH:20]=1. Given the reactants O=[C:2]1[C:9]2[CH:8]=[C:7]([C:10]([O:12][CH3:13])=[O:11])[NH:6][C:5]=2[CH2:4][CH2:3]1.[CH3:14][C:15]1[CH:16]=[C:17]([Mg]Br)[CH:18]=[C:19]([CH3:21])[CH:20]=1, predict the reaction product. (6) Given the reactants [F:1][C:2]1[CH:7]=[CH:6][C:5]([CH:8]([CH:13]([C:16]2[CH:21]=[CH:20][C:19]([S:22][CH3:23])=[CH:18][CH:17]=2)[CH:14]=O)[C:9](OC)=[O:10])=[CH:4][CH:3]=1.O.[NH2:25][NH2:26], predict the reaction product. The product is: [F:1][C:2]1[CH:7]=[CH:6][C:5]([CH:8]2[CH:13]([C:16]3[CH:21]=[CH:20][C:19]([S:22][CH3:23])=[CH:18][CH:17]=3)[CH:14]=[N:26][NH:25][C:9]2=[O:10])=[CH:4][CH:3]=1.